From a dataset of Catalyst prediction with 721,799 reactions and 888 catalyst types from USPTO. Predict which catalyst facilitates the given reaction. (1) The catalyst class is: 4. Reactant: [C:1]([CH:6]=P(C1C=CC=CC=1)(C1C=CC=CC=1)C1C=CC=CC=1)([O:3][CH2:4][CH3:5])=[O:2].[O:26]1[CH2:29][C:28](=O)[CH2:27]1. Product: [O:26]1[CH2:29][C:28](=[CH:6][C:1]([O:3][CH2:4][CH3:5])=[O:2])[CH2:27]1. (2) Reactant: [Br:1][C:2]1[C:13]2[CH2:12][CH2:11][CH2:10][C:9]=2[CH:8]=[C:7]2[C:3]=1[CH2:4][CH:5]([CH2:15][CH:16]1[CH2:21][CH2:20][CH2:19][CH2:18][CH2:17]1)[C:6]2=O.C1COCC1.[BH4-].[Na+]. Product: [Br:1][C:2]1[C:3]2[CH2:4][C:5]([CH2:15][CH:16]3[CH2:21][CH2:20][CH2:19][CH2:18][CH2:17]3)=[CH:6][C:7]=2[CH:8]=[C:9]2[C:13]=1[CH2:12][CH2:11][CH2:10]2. The catalyst class is: 5. (3) Reactant: Br[C:2]1[CH:7]=[C:6]([F:8])[CH:5]=[C:4]([CH3:9])[C:3]=1[OH:10].[O:11]1[CH:15]=[CH:14][C:13](B(O)O)=[CH:12]1.C(=O)([O-])[O-].[Na+].[Na+].O. Product: [F:8][C:6]1[CH:5]=[C:4]([CH3:9])[C:3]([OH:10])=[C:2]([C:13]2[CH:14]=[CH:15][O:11][CH:12]=2)[CH:7]=1. The catalyst class is: 438.